Predict the product of the given reaction. From a dataset of Forward reaction prediction with 1.9M reactions from USPTO patents (1976-2016). (1) Given the reactants C(OC(=O)C)(=O)C.[N+:8]([O-:11])(O)=[O:9].[CH2:12]1[C:20]2[C:15](=[CH:16][CH:17]=[CH:18][CH:19]=2)[CH2:14][CH:13]1[CH2:21][C:22]([OH:24])=[O:23], predict the reaction product. The product is: [N+:8]([C:17]1[CH:16]=[C:15]2[C:20](=[CH:19][CH:18]=1)[CH2:12][CH:13]([CH2:21][C:22]([OH:24])=[O:23])[CH2:14]2)([O-:11])=[O:9]. (2) Given the reactants [CH2:1]([C:5]1[C:9](/[CH:10]=[CH:11]/[C:12]2[S:13][C:14]([C:18]([OH:20])=O)=[C:15]([CH3:17])[N:16]=2)=[C:8]([CH3:21])[O:7][N:6]=1)[CH2:2][CH2:3][CH3:4].[NH2:22][CH:23]([CH2:26][CH3:27])[CH2:24][OH:25], predict the reaction product. The product is: [OH:25][CH2:24][CH:23]([NH:22][C:18]([C:14]1[S:13][C:12](/[CH:11]=[CH:10]/[C:9]2[C:5]([CH2:1][CH2:2][CH2:3][CH3:4])=[N:6][O:7][C:8]=2[CH3:21])=[N:16][C:15]=1[CH3:17])=[O:20])[CH2:26][CH3:27]. (3) Given the reactants Br[C:2]1[N:3]=[C:4]2[CH:10]=[CH:9][NH:8][C:5]2=N[CH:7]=1.F[C:12]1C(B(O)O)=CC=CN=1.C(=O)([O-])[O-].[Na+].[Na+].CCO, predict the reaction product. The product is: [NH:8]1[C:5]2[CH:12]=[CH:7][CH:2]=[N:3][C:4]=2[CH:10]=[CH:9]1. (4) Given the reactants [C:1]([C:3]1[CH:4]=[CH:5][C:6]2[N:12]3[C:13]([C:16]([F:19])([F:18])[F:17])=[N:14][N:15]=[C:11]3[C@@H:10]([CH2:20][C:21](O)=[O:22])[O:9][C@H:8]([C:24]3[CH:29]=[CH:28][CH:27]=[C:26]([O:30][CH3:31])[C:25]=3[O:32][CH3:33])[C:7]=2[CH:34]=1)#[N:2].Cl.C(N=C=NCCCN(C)C)C.[NH:47]1[CH2:52][CH2:51][CH:50]([CH2:53][C:54]([O:56][C:57]([CH3:60])([CH3:59])[CH3:58])=[O:55])[CH2:49][CH2:48]1.O.ON1C2C=CC=CC=2N=N1, predict the reaction product. The product is: [C:1]([C:3]1[CH:4]=[CH:5][C:6]2[N:12]3[C:13]([C:16]([F:17])([F:19])[F:18])=[N:14][N:15]=[C:11]3[C@@H:10]([CH2:20][C:21]([N:47]3[CH2:52][CH2:51][CH:50]([CH2:53][C:54]([O:56][C:57]([CH3:60])([CH3:59])[CH3:58])=[O:55])[CH2:49][CH2:48]3)=[O:22])[O:9][C@H:8]([C:24]3[CH:29]=[CH:28][CH:27]=[C:26]([O:30][CH3:31])[C:25]=3[O:32][CH3:33])[C:7]=2[CH:34]=1)#[N:2]. (5) Given the reactants [Br:1][C:2]1[CH:3]=[C:4]([C:12]([O:14][CH3:15])=[O:13])[CH:5]=[C:6]([CH:11]=1)[C:7](OC)=[O:8].[BH4-].[Na+].O, predict the reaction product. The product is: [Br:1][C:2]1[CH:3]=[C:4]([CH:5]=[C:6]([CH2:7][OH:8])[CH:11]=1)[C:12]([O:14][CH3:15])=[O:13]. (6) The product is: [NH2:11][C:8]1[CH:9]=[C:10]2[C:5](=[CH:6][C:7]=1[N+:15]([O-:17])=[O:16])[N:4]([CH2:21][CH2:22][CH2:23][C:24]([F:27])([F:26])[F:25])[C:3](=[O:18])[C:2]2([CH3:1])[CH3:19]. Given the reactants [CH3:1][C:2]1([CH3:19])[C:10]2[C:5](=[CH:6][C:7]([N+:15]([O-:17])=[O:16])=[C:8]([NH:11]C(=O)C)[CH:9]=2)[NH:4][C:3]1=[O:18].I[CH2:21][CH2:22][CH2:23][C:24]([F:27])([F:26])[F:25].C([O-])([O-])=O.[K+].[K+], predict the reaction product.